From a dataset of Reaction yield outcomes from USPTO patents with 853,638 reactions. Predict the reaction yield, written as a fraction of the theoretical maximum amount of product (1.0 means a 100% yield; for example, 0.34 means a 34% yield). (1) The reactants are C(N(CC)CC)C.Br[C:9]1[CH:10]=[C:11]([C:16]2[CH:17]=[N:18][CH:19]=[CH:20][CH:21]=2)[CH:12]=[C:13]([F:15])[CH:14]=1.[CH:22]([C:24]1[CH:29]=[CH:28][C:27]([N:30]2[CH2:35][CH2:34][N:33]([C:36](=[O:38])[CH3:37])[CH2:32][CH2:31]2)=[CH:26][CH:25]=1)=[CH2:23].C1C=CC(P(C2C=CC=CC=2)C2C=CC=CC=2)=CC=1. The catalyst is C(#N)C. The product is [F:15][C:13]1[CH:14]=[C:9]([CH:10]=[C:11]([C:16]2[CH:17]=[N:18][CH:19]=[CH:20][CH:21]=2)[CH:12]=1)/[CH:23]=[CH:22]/[C:24]1[CH:25]=[CH:26][C:27]([N:30]2[CH2:31][CH2:32][N:33]([C:36](=[O:38])[CH3:37])[CH2:34][CH2:35]2)=[CH:28][CH:29]=1. The yield is 0.0600. (2) The reactants are Cl[C:2]1[N:7]=[C:6]([NH2:8])[N:5]=[C:4]([NH:9][CH3:10])[CH:3]=1.[I-:11].[Na+].I. The catalyst is CC(C)=O. The product is [I:11][C:2]1[N:7]=[C:6]([NH2:8])[N:5]=[C:4]([NH:9][CH3:10])[CH:3]=1. The yield is 0.730. (3) The reactants are C([O:3][P:4]([CH2:9][CH:10]([NH:12][C:13](=[O:35])[C:14]1[CH:19]=[CH:18][C:17]([N:20]([CH2:22][C:23]2[N:24]=[C:25]3[C:30](=[N:31][CH:32]=2)[N:29]=[C:28]([NH2:33])[N:27]=[C:26]3[NH2:34])[CH3:21])=[CH:16][CH:15]=1)[CH3:11])(=[O:8])[O:5]CC)C.C[Si](Br)(C)C.O.CO. The catalyst is CN(C=O)C. The product is [NH2:33][C:28]1[N:27]=[C:26]([NH2:34])[C:25]2[C:30](=[N:31][CH:32]=[C:23]([CH2:22][N:20]([CH3:21])[C:17]3[CH:16]=[CH:15][C:14]([C:13]([NH:12][CH:10]([CH3:11])[CH2:9][P:4](=[O:3])([OH:8])[OH:5])=[O:35])=[CH:19][CH:18]=3)[N:24]=2)[N:29]=1. The yield is 0.380. (4) The reactants are [Br:1][C:2]1[CH:3]=[C:4]([N+:10]([O-])=O)[C:5](=[O:9])[N:6]([CH3:8])[CH:7]=1.Cl.C(=O)([O-])[O-].[K+].[K+]. The catalyst is [Fe].C(O)C. The product is [NH2:10][C:4]1[C:5](=[O:9])[N:6]([CH3:8])[CH:7]=[C:2]([Br:1])[CH:3]=1. The yield is 0.770. (5) The reactants are [CH3:1][O:2][C:3]1[N:4]=[CH:5][CH:6]=[C:7]2[CH:11]=[CH:10][O:9][C:8]=12.[Li]CCCC.[Cl:17]C(Cl)(Cl)C(Cl)(Cl)Cl. The catalyst is C1COCC1. The product is [Cl:17][C:10]1[O:9][C:8]2=[C:3]([O:2][CH3:1])[N:4]=[CH:5][CH:6]=[C:7]2[CH:11]=1. The yield is 0.870. (6) The reactants are Br[C:2]1[C:3]([O:10][CH2:11][C:12]([F:15])([F:14])[F:13])=[CH:4][C:5]([C:8]#[N:9])=[N:6][CH:7]=1.Cl.[F:17][C:18]1([F:22])[CH2:21][NH:20][CH2:19]1.C([O-])([O-])=O.[Cs+].[Cs+].C1C=CC(P(C2C(C3C(P(C4C=CC=CC=4)C4C=CC=CC=4)=CC=C4C=3C=CC=C4)=C3C(C=CC=C3)=CC=2)C2C=CC=CC=2)=CC=1. The catalyst is C1(C)C=CC=CC=1.CC([O-])=O.CC([O-])=O.[Pd+2]. The product is [F:17][C:18]1([F:22])[CH2:21][N:20]([C:2]2[C:3]([O:10][CH2:11][C:12]([F:15])([F:14])[F:13])=[CH:4][C:5]([C:8]#[N:9])=[N:6][CH:7]=2)[CH2:19]1. The yield is 0.780.